This data is from Catalyst prediction with 721,799 reactions and 888 catalyst types from USPTO. The task is: Predict which catalyst facilitates the given reaction. (1) Reactant: [F:1][C:2]1[CH:7]=[CH:6][CH:5]=[C:4]([F:8])[C:3]=1[CH:9]1[O:13][N:12]=[C:11]([C:14]2[N:15]=[C:16]([CH:19]3[CH2:24][CH2:23][N:22](C(OCC)=O)[N:21](C(OCC)=O)[CH2:20]3)[S:17][CH:18]=2)[CH2:10]1.[OH-].[K+].Cl.C(=O)(O)[O-].[Na+]. Product: [F:8][C:4]1[CH:5]=[CH:6][CH:7]=[C:2]([F:1])[C:3]=1[CH:9]1[O:13][N:12]=[C:11]([C:14]2[N:15]=[C:16]([CH:19]3[CH2:24][CH2:23][NH:22][NH:21][CH2:20]3)[S:17][CH:18]=2)[CH2:10]1. The catalyst class is: 40. (2) Reactant: Br[Zn][CH2:3][CH2:4][CH2:5][C:6]([O:8][CH2:9][CH3:10])=[O:7].Br[C:12]1[CH:13]=[CH:14][C:15]([C:23]2[N:27]=[C:26]([C:28]3[CH:33]=[CH:32][C:31]([O:34][CH:35]([CH3:37])[CH3:36])=[C:30]([Cl:38])[CH:29]=3)[O:25][N:24]=2)=[C:16]2[C:20]=1[N:19]([CH2:21][CH3:22])[CH:18]=[CH:17]2.C([O-])([O-])=O.[Cs+].[Cs+]. Product: [Cl:38][C:30]1[CH:29]=[C:28]([C:26]2[O:25][N:24]=[C:23]([C:15]3[CH:14]=[CH:13][C:12]([CH2:3][CH2:4][CH2:5][C:6]([O:8][CH2:9][CH3:10])=[O:7])=[C:20]4[C:16]=3[CH:17]=[CH:18][N:19]4[CH2:21][CH3:22])[N:27]=2)[CH:33]=[CH:32][C:31]=1[O:34][CH:35]([CH3:37])[CH3:36]. The catalyst class is: 443. (3) Reactant: Br[C:2]1[C:3]([NH2:14])=[N:4][C:5]([N:8]2[CH2:13][CH2:12][O:11][CH2:10][CH2:9]2)=[N:6][CH:7]=1.[F:15][CH:16]([F:33])[O:17][C:18]1[CH:23]=[CH:22][C:21](B2OC(C)(C)C(C)(C)O2)=[CH:20][CH:19]=1.C1(P(C2CCCCC2)C2CCCCC2)CCCCC1.[O-]P([O-])([O-])=O.[K+].[K+].[K+]. Product: [F:15][CH:16]([F:33])[O:17][C:18]1[CH:23]=[CH:22][C:21]([C:2]2[C:3]([NH2:14])=[N:4][C:5]([N:8]3[CH2:13][CH2:12][O:11][CH2:10][CH2:9]3)=[N:6][CH:7]=2)=[CH:20][CH:19]=1. The catalyst class is: 552. (4) Product: [Br:1][C:2]1[CH:7]=[CH:6][C:5]2[C:8]([CH3:9])=[N:10][O:12][C:4]=2[CH:3]=1. Reactant: [Br:1][C:2]1[CH:7]=[CH:6][C:5](/[C:8](=[N:10]/O)/[CH3:9])=[C:4]([OH:12])[CH:3]=1.BrC1C=CC(C(=O)C)=C(O)C=1.C([O-])(=O)C.[Na+].Cl.NO. The catalyst class is: 6. (5) Reactant: Cl.[Br:2][C:3]1[CH:4]=[C:5]2[C:9](=[CH:10][CH:11]=1)[CH2:8][NH:7][CH2:6]2.[CH:12](=O)[CH:13]([CH3:15])[CH3:14].[BH4-].[Na+]. Product: [Br:2][C:3]1[CH:4]=[C:5]2[C:9](=[CH:10][CH:11]=1)[CH2:8][N:7]([CH2:12][CH:13]([CH3:15])[CH3:14])[CH2:6]2. The catalyst class is: 5. (6) Reactant: [Br:1][C:2]1[CH:3]=[C:4]2[C:12](=[C:13]([C:15](=[O:17])[NH2:16])[CH:14]=1)[NH:11][C:10]1[CH2:9][CH2:8][CH:7]([C:18](O)=[O:19])[CH2:6][C:5]2=1.C(Cl)CCl.O.ON1C2C=CC=CC=2N=N1.[NH:36]1[CH2:41][CH2:40][O:39][CH2:38][CH2:37]1. Product: [Br:1][C:2]1[CH:3]=[C:4]2[C:12](=[C:13]([C:15]([NH2:16])=[O:17])[CH:14]=1)[NH:11][C:10]1[CH2:9][CH2:8][CH:7]([C:18]([N:36]3[CH2:41][CH2:40][O:39][CH2:38][CH2:37]3)=[O:19])[CH2:6][C:5]2=1. The catalyst class is: 76.